Task: Predict which catalyst facilitates the given reaction.. Dataset: Catalyst prediction with 721,799 reactions and 888 catalyst types from USPTO (1) Reactant: [Cl-].[Al+3].[Cl-].[Cl-].[CH2:5]([N:7]([C:18]1[CH:23]=[CH:22][C:21]([O:24]C)=[CH:20][CH:19]=1)[C:8](=[O:17])[CH:9]=[CH:10]C1C=CC=CC=1)[CH3:6]. Product: [CH2:5]([N:7]1[C:18]2[C:19](=[CH:20][C:21]([OH:24])=[CH:22][CH:23]=2)[CH:10]=[CH:9][C:8]1=[O:17])[CH3:6]. The catalyst class is: 159. (2) Reactant: CC[N:3]([CH:7]([CH3:9])C)[CH:4]([CH3:6])C.N1C=CC(C(O)=O)=C1.Cl.CN.[CH3:21][N:22]([C:24]([O:28]N1N=NC2C=CC=NC1=2)=[N+](C)C)C.F[P-](F)(F)(F)(F)F. Product: [CH3:21][NH:22][C:24]([C:9]1[CH:6]=[CH:4][NH:3][CH:7]=1)=[O:28]. The catalyst class is: 31. (3) Reactant: [CH:1]([C:3]1[CH:8]=[CH:7][C:6]([C:9]([O:11][C@H:12]2[C@H:32]([O:33][CH3:34])[C@@H:31]([C:35]([O:37][CH3:38])=[O:36])[C@@H:30]3[C@@H:14]([CH2:15][N:16]4[C@H:28]([CH2:29]3)[C:27]3[NH:26][C:25]5[C:20](=[CH:21][CH:22]=[C:23]([O:39][CH3:40])[CH:24]=5)[C:19]=3[CH2:18][CH2:17]4)[CH2:13]2)=[O:10])=[CH:5][CH:4]=1)=[O:2].[BH4-].[Na+]. Product: [OH:2][CH2:1][C:3]1[CH:8]=[CH:7][C:6]([C:9]([O:11][C@H:12]2[C@H:32]([O:33][CH3:34])[C@@H:31]([C:35]([O:37][CH3:38])=[O:36])[C@@H:30]3[C@@H:14]([CH2:15][N:16]4[C@H:28]([CH2:29]3)[C:27]3[NH:26][C:25]5[C:20](=[CH:21][CH:22]=[C:23]([O:39][CH3:40])[CH:24]=5)[C:19]=3[CH2:18][CH2:17]4)[CH2:13]2)=[O:10])=[CH:5][CH:4]=1. The catalyst class is: 219. (4) Reactant: [C:1](N1C=CN=C1)(N1C=CN=C1)=[S:2].[Br:13][C:14]1[CH:15]=[C:16]([CH:21]([C:23]2[CH:28]=[CH:27][C:26]([O:29][CH3:30])=[C:25]([CH3:31])[CH:24]=2)[NH2:22])[CH:17]=[CH:18][C:19]=1[F:20]. Product: [Br:13][C:14]1[CH:15]=[C:16]([CH:21]([N:22]=[C:1]=[S:2])[C:23]2[CH:28]=[CH:27][C:26]([O:29][CH3:30])=[C:25]([CH3:31])[CH:24]=2)[CH:17]=[CH:18][C:19]=1[F:20]. The catalyst class is: 4.